Dataset: Full USPTO retrosynthesis dataset with 1.9M reactions from patents (1976-2016). Task: Predict the reactants needed to synthesize the given product. (1) Given the product [CH2:22]([O:1][C:2]1[CH:3]=[C:4]([CH2:8][CH2:9][CH2:10][N:11]2[C:19](=[O:20])[C:18]3[C:13](=[CH:14][CH:15]=[CH:16][CH:17]=3)[C:12]2=[O:21])[CH:5]=[CH:6][CH:7]=1)[CH2:23][C:24]1[CH:29]=[CH:28][CH:27]=[CH:26][CH:25]=1, predict the reactants needed to synthesize it. The reactants are: [OH:1][C:2]1[CH:3]=[C:4]([CH2:8][CH2:9][CH2:10][N:11]2[C:19](=[O:20])[C:18]3[C:13](=[CH:14][CH:15]=[CH:16][CH:17]=3)[C:12]2=[O:21])[CH:5]=[CH:6][CH:7]=1.[CH2:22](O)[CH2:23][C:24]1[CH:29]=[CH:28][CH:27]=[CH:26][CH:25]=1. (2) The reactants are: [CH2:1]([C:4]1[C:8]([CH2:9][CH2:10][CH2:11][OH:12])=[CH:7][N:6]([C:13]2[CH:18]=[CH:17][C:16]([C:19]([F:22])([F:21])[F:20])=[CH:15][N:14]=2)[N:5]=1)[CH2:2][CH3:3].O[C:24]1[CH:25]=[C:26]([C:30]([CH3:36])([CH3:35])[C:31]([O:33]C)=[O:32])[CH:27]=[CH:28][CH:29]=1.C(P(CCCC)CCCC)CCC.N(C(N1CCCCC1)=O)=NC(N1CCCCC1)=O. Given the product [CH3:36][C:30]([C:26]1[CH:27]=[CH:28][CH:29]=[C:24]([O:12][CH2:11][CH2:10][CH2:9][C:8]2[C:4]([CH2:1][CH2:2][CH3:3])=[N:5][N:6]([C:13]3[CH:18]=[CH:17][C:16]([C:19]([F:21])([F:20])[F:22])=[CH:15][N:14]=3)[CH:7]=2)[CH:25]=1)([CH3:35])[C:31]([OH:33])=[O:32], predict the reactants needed to synthesize it. (3) Given the product [Cl:1][C:2]1[CH:3]=[C:4]([N:9]2[C:13]([C:14]3[CH:19]=[CH:18][C:17]([F:20])=[C:16]([Cl:21])[CH:15]=3)=[CH:12][C:11]([C:22]([N:48]3[CH2:52][C:51](=[O:53])[NH:50][CH2:49]3)=[O:23])=[N:10]2)[CH:5]=[CH:6][C:7]=1[F:8], predict the reactants needed to synthesize it. The reactants are: [Cl:1][C:2]1[CH:3]=[C:4]([N:9]2[C:13]([C:14]3[CH:19]=[CH:18][C:17]([F:20])=[C:16]([Cl:21])[CH:15]=3)=[CH:12][C:11]([C:22](O)=[O:23])=[N:10]2)[CH:5]=[CH:6][C:7]=1[F:8].ClC1C=C(N2C(C3C=C(F)C=C(Cl)C=3)=CC(C([N:48]3[CH2:52][C:51](=[O:53])[NH:50][CH2:49]3)=O)=N2)C=CC=1F. (4) Given the product [CH2:32]([O:31][C:29]([CH:28]1[C:27](=[O:26])[C:15]2[C:14](=[C:13]3[C:18](=[CH:17][CH:16]=2)[CH:19]=[C:10]([C:8](=[O:9])[N:7]([CH2:6][C:5]2[CH:22]=[CH:23][C:2]([F:1])=[CH:3][CH:4]=2)[CH3:21])[CH:11]=[N:12]3)[N:20]=[CH:34]1)=[O:30])[CH3:33], predict the reactants needed to synthesize it. The reactants are: [F:1][C:2]1[CH:23]=[CH:22][C:5]([CH2:6][N:7]([CH3:21])[C:8]([C:10]2[CH:11]=[N:12][C:13]3[C:18]([CH:19]=2)=[CH:17][CH:16]=[CH:15][C:14]=3[NH2:20])=[O:9])=[CH:4][CH:3]=1.C([O:26][CH:27]=[C:28]([C:34](OCC)=O)[C:29]([O:31][CH2:32][CH3:33])=[O:30])C.